This data is from Reaction yield outcomes from USPTO patents with 853,638 reactions. The task is: Predict the reaction yield, written as a fraction of the theoretical maximum amount of product (1.0 means a 100% yield; for example, 0.34 means a 34% yield). (1) The reactants are [NH:1]1[C:9]2[C:4](=[CH:5][C:6]([C:10]3[O:14][C:13]([NH:15][CH:16]([CH3:18])[CH3:17])=[N:12][N:11]=3)=[CH:7][CH:8]=2)[CH:3]=[CH:2]1.[OH-].[K+].[I:21]I. The catalyst is CN(C=O)C. The product is [I:21][C:3]1[C:4]2[C:9](=[CH:8][CH:7]=[C:6]([C:10]3[O:14][C:13]([NH:15][CH:16]([CH3:18])[CH3:17])=[N:12][N:11]=3)[CH:5]=2)[NH:1][CH:2]=1. The yield is 0.610. (2) The catalyst is C(Cl)Cl.C(OCC)C. The product is [Br:1][C:2]1[C:3]([O:13][CH3:14])=[CH:4][C:5]([O:11][CH3:12])=[C:6]([CH:10]=1)[C:7]([NH:23][C:24]1([C:38]2[CH:39]=[CH:40][CH:41]=[CH:42][N:43]=2)[CH2:26][CH2:25]1)=[O:9]. The reactants are [Br:1][C:2]1[C:3]([O:13][CH3:14])=[CH:4][C:5]([O:11][CH3:12])=[C:6]([CH:10]=1)[C:7]([OH:9])=O.CN(C=O)C.C([N:23](CC)[CH:24]([CH3:26])[CH3:25])(C)C.CN(C(ON1N=N[C:39]2[CH:40]=[CH:41][CH:42]=[N:43][C:38]1=2)=[N+](C)C)C.F[P-](F)(F)(F)(F)F. The yield is 0.760. (3) The reactants are [OH:1][CH2:2][CH:3]1[CH2:8][CH2:7][CH2:6][N:5]([C:9]([O:11][CH2:12][C:13]2[CH:18]=[CH:17][CH:16]=[CH:15][CH:14]=2)=[O:10])[CH2:4]1.[F:19][C:20]([F:28])(S(F)(=O)=O)C(O)=O.CCCCCC.N.CO. The catalyst is C(#N)C.[Cu](I)I.C(OCC)(=O)C. The product is [F:19][CH:20]([F:28])[O:1][CH2:2][CH:3]1[CH2:8][CH2:7][CH2:6][N:5]([C:9]([O:11][CH2:12][C:13]2[CH:14]=[CH:15][CH:16]=[CH:17][CH:18]=2)=[O:10])[CH2:4]1. The yield is 0.610. (4) The reactants are [SH:1][C:2]1[NH:10]C2C(=O)[NH:7][C:6](=O)[NH:5][C:4]=2[N:3]=1.[CH2:13](Cl)[C:14]1[CH:19]=[CH:18][CH:17]=[CH:16][CH:15]=1.[CH3:21][C:22]([OH:24])=O. The catalyst is [OH-].[Na+].O. The product is [CH2:13]([S:1][C:2]1[N:3]=[C:4]2[C:21]([NH:7][CH:6]=[N:5]2)=[C:22]([OH:24])[N:10]=1)[C:14]1[CH:19]=[CH:18][CH:17]=[CH:16][CH:15]=1. The yield is 0.950. (5) The reactants are [OH:1][CH2:2][CH2:3][CH2:4][C:5]1[CH:10]=[CH:9][C:8]([OH:11])=[CH:7][CH:6]=1.Br[CH2:13][C:14]1[CH:23]=[CH:22][CH:21]=[CH:20][C:15]=1[C:16]([O:18][CH3:19])=[O:17].C(=O)([O-])[O-].[K+].[K+].C(O)C(N)(CO)CO. The catalyst is C(#N)C. The product is [OH:1][CH2:2][CH2:3][CH2:4][C:5]1[CH:6]=[CH:7][C:8]([O:11][CH2:13][C:14]2[CH:23]=[CH:22][CH:21]=[CH:20][C:15]=2[C:16]([O:18][CH3:19])=[O:17])=[CH:9][CH:10]=1. The yield is 0.842.